From a dataset of Reaction yield outcomes from USPTO patents with 853,638 reactions. Predict the reaction yield, written as a fraction of the theoretical maximum amount of product (1.0 means a 100% yield; for example, 0.34 means a 34% yield). (1) The reactants are C([N:8]1[CH2:13][CH2:12][C:11]([N:20]([C:24]2[CH:29]=[CH:28][CH:27]=[CH:26][CH:25]=2)[C:21](=[O:23])[CH3:22])([C:14]2[S:15][CH:16]=[C:17]([CH3:19])[N:18]=2)[CH2:10][CH2:9]1)C1C=CC=CC=1.C([O-])=O.[NH4+]. The catalyst is CO.[C].[Pd]. The product is [CH3:19][C:17]1[N:18]=[C:14]([C:11]2([N:20]([C:24]3[CH:25]=[CH:26][CH:27]=[CH:28][CH:29]=3)[C:21](=[O:23])[CH3:22])[CH2:12][CH2:13][NH:8][CH2:9][CH2:10]2)[S:15][CH:16]=1. The yield is 0.640. (2) The reactants are C([O:4][CH2:5][CH2:6][CH:7]([CH3:18])[CH2:8][CH:9]1[CH2:14][CH:13]([CH3:15])[CH2:12][C:11]([CH3:17])([CH3:16])[CH2:10]1)(=O)C.[OH-].[Na+]. The catalyst is O. The product is [CH3:18][CH:7]([CH2:8][CH:9]1[CH2:14][CH:13]([CH3:15])[CH2:12][C:11]([CH3:16])([CH3:17])[CH2:10]1)[CH2:6][CH2:5][OH:4]. The yield is 0.920.